Dataset: Forward reaction prediction with 1.9M reactions from USPTO patents (1976-2016). Task: Predict the product of the given reaction. (1) Given the reactants [C:1]([C:3]1[CH:8]=[CH:7][C:6]([N:9]([CH2:14][C:15]([F:18])([F:17])[F:16])[CH2:10][C:11](O)=[O:12])=[CH:5][C:4]=1[C:19]([F:22])([F:21])[F:20])#[N:2].O[NH:24][C:25]([C:27]1[CH:28]=[N:29][C:30]([C:33]([F:36])([F:35])[F:34])=[CH:31][CH:32]=1)=[NH:26], predict the reaction product. The product is: [F:16][C:15]([F:17])([F:18])[CH2:14][N:9]([CH2:10][C:11]1[O:12][N:26]=[C:25]([C:27]2[CH:28]=[N:29][C:30]([C:33]([F:36])([F:34])[F:35])=[CH:31][CH:32]=2)[N:24]=1)[C:6]1[CH:7]=[CH:8][C:3]([C:1]#[N:2])=[C:4]([C:19]([F:21])([F:20])[F:22])[CH:5]=1. (2) Given the reactants [CH3:1][O:2][C:3]1[C:8]([C:9]([OH:11])=O)=[CH:7][C:6]([C:12]([NH2:14])=[O:13])=[CH:5][CH:4]=1.[NH2:15][C:16]1[C:25]2[CH2:24][CH2:23][CH2:22][CH2:21][C:20]=2[CH:19]=[CH:18][CH:17]=1, predict the reaction product. The product is: [CH3:1][O:2][C:3]1[CH:4]=[CH:5][C:6]([C:12]([NH2:14])=[O:13])=[CH:7][C:8]=1[C:9]([NH:15][C:16]1[C:25]2[CH2:24][CH2:23][CH2:22][CH2:21][C:20]=2[CH:19]=[CH:18][CH:17]=1)=[O:11]. (3) Given the reactants [CH3:1][N:2]1[C:6]([NH:7]C(=O)C)=[C:5]([C:11]#[C:12][Si](C)(C)C)[C:4]([C:17]2[CH:22]=[CH:21][CH:20]=[CH:19][CH:18]=2)=[N:3]1.C([OH:25])C.[OH-].[Na+], predict the reaction product. The product is: [NH2:7][C:6]1[N:2]([CH3:1])[N:3]=[C:4]([C:17]2[CH:22]=[CH:21][CH:20]=[CH:19][CH:18]=2)[C:5]=1[C:11](=[O:25])[CH3:12]. (4) Given the reactants C([C:8]1[N:13]=[C:12]([CH2:14]OC2CCCCO2)[CH:11]=[C:10](C2C=CC(C)=CC=2)[N:9]=1)C1C=CC=CC=1.C1COCC1.CC[N:36]([CH2:39]C)[CH2:37]C.[C:41]1(C)[CH:46]=[CH:45][C:44]([C:47](Cl)=O)=[CH:43][CH:42]=1.C(OC1CCCCO1)C#C.Cl.[C:62]1([CH2:68]C(N)=N)[CH:67]=[CH:66][CH:65]=[CH:64][CH:63]=1.C([O-])([O-])=O.[Na+].[Na+], predict the reaction product. The product is: [CH2:68]([C:8]1[N:13]=[C:12]([CH2:14][N:36]([CH3:37])[CH3:39])[CH:11]=[C:10]([C:41]2[CH:42]=[CH:43][C:44]([CH3:47])=[CH:45][CH:46]=2)[N:9]=1)[C:62]1[CH:67]=[CH:66][CH:65]=[CH:64][CH:63]=1. (5) Given the reactants [Cl:1][C:2]1[C:3]2[CH:10]=[C:9]([O:11][CH3:12])[C:8]([OH:13])=[CH:7][C:4]=2[S:5][CH:6]=1.[N+:14]([O-])([OH:16])=[O:15], predict the reaction product. The product is: [Cl:1][C:2]1[C:3]2[CH:10]=[C:9]([O:11][CH3:12])[C:8]([OH:13])=[C:7]([N+:14]([O-:16])=[O:15])[C:4]=2[S:5][CH:6]=1. (6) Given the reactants COC1C=C(OC)C=CC=1C[N:6]([C:31]1[CH:36]=[CH:35][N:34]=[CH:33][N:32]=1)[S:7]([C:10]1[CH:15]=[CH:14][C:13]([O:16][C@H:17]2[CH2:23][CH2:22][CH2:21][CH2:20][CH2:19][C@@H:18]2[C:24]2[N:28]([CH3:29])[N:27]=[CH:26][CH:25]=2)=[C:12]([CH3:30])[CH:11]=1)(=[O:9])=[O:8].C([SiH](CC)CC)C.FC(F)(F)C(O)=O, predict the reaction product. The product is: [CH3:30][C:12]1[CH:11]=[C:10]([S:7]([NH:6][C:31]2[CH:36]=[CH:35][N:34]=[CH:33][N:32]=2)(=[O:8])=[O:9])[CH:15]=[CH:14][C:13]=1[O:16][C@H:17]1[CH2:23][CH2:22][CH2:21][CH2:20][CH2:19][C@@H:18]1[C:24]1[N:28]([CH3:29])[N:27]=[CH:26][CH:25]=1. (7) Given the reactants [CH3:1][C:2]1[CH:11]=[C:10](Cl)[C:9]2[C:4](=[CH:5][CH:6]=[CH:7][CH:8]=2)[N:3]=1.[CH3:13][O:14][C:15]1[CH:16]=[C:17]2[C:22](=[CH:23][CH:24]=1)[NH:21][CH2:20][CH2:19][CH2:18]2.CC(C1C=C(C(C)C)C(C2C=CC=CC=2P(C2CCCCC2)C2CCCCC2)=C(C(C)C)C=1)C.C([O-])([O-])=O.[Cs+].[Cs+], predict the reaction product. The product is: [CH3:13][O:14][C:15]1[CH:16]=[C:17]2[C:22](=[CH:23][CH:24]=1)[N:21]([C:10]1[C:9]3[C:4](=[CH:5][CH:6]=[CH:7][CH:8]=3)[N:3]=[C:2]([CH3:1])[CH:11]=1)[CH2:20][CH2:19][CH2:18]2. (8) Given the reactants [Br:1][C:2]1[CH:7]=[CH:6][C:5]([CH:8]([CH2:19][CH:20]([CH3:22])[CH3:21])[CH2:9][C:10]([C:12]2[CH:13]=[CH:14][C:15](=[O:18])[NH:16][CH:17]=2)=[O:11])=[CH:4][CH:3]=1.IC.[C:25](=O)([O-])[O-].[K+].[K+], predict the reaction product. The product is: [Br:1][C:2]1[CH:3]=[CH:4][C:5]([CH:8]([CH2:19][CH:20]([CH3:22])[CH3:21])[CH2:9][C:10]([C:12]2[CH:13]=[CH:14][C:15](=[O:18])[N:16]([CH3:25])[CH:17]=2)=[O:11])=[CH:6][CH:7]=1. (9) Given the reactants [N+:1]([O:4][CH2:5][CH2:6][CH2:7][OH:8])([O-:3])=[O:2].[CH2:9](N(CC)CC)C.[N+:16]([O:19][CH2:20][CH2:21][CH2:22][CH2:23][C:24](Cl)=[O:25])([O-:18])=[O:17], predict the reaction product. The product is: [N+:16]([O:19][CH:20]([CH3:9])[CH2:21][CH2:22][CH2:23][C:24]([O:8][CH2:7][CH2:6][CH2:5][O:4][N+:1]([O-:3])=[O:2])=[O:25])([O-:18])=[O:17]. (10) Given the reactants [F:1][C:2]([F:19])([F:18])[O:3][CH2:4][CH2:5][O:6][CH2:7][CH2:8][O:9][CH2:10][CH2:11][O:12][C@H:13]1[CH2:17][CH2:16][NH:15][CH2:14]1.C(N(CC)C(C)C)(C)C.[C:29]([O:33][C:34]([NH:36][C@@H:37]([C:41]1[CH:46]=[CH:45][C:44]([OH:47])=[CH:43][CH:42]=1)[C:38](O)=[O:39])=[O:35])([CH3:32])([CH3:31])[CH3:30].[B-](F)(F)(F)F.CN(C(ON1N=NC2C1=CC=CC=2)=[N+](C)C)C, predict the reaction product. The product is: [OH:47][C:44]1[CH:45]=[CH:46][C:41]([C@H:37]([NH:36][C:34](=[O:35])[O:33][C:29]([CH3:31])([CH3:30])[CH3:32])[C:38](=[O:39])[N:15]2[CH2:16][CH2:17][C@H:13]([O:12][CH2:11][CH2:10][O:9][CH2:8][CH2:7][O:6][CH2:5][CH2:4][O:3][C:2]([F:18])([F:1])[F:19])[CH2:14]2)=[CH:42][CH:43]=1.